Task: Regression. Given a peptide amino acid sequence and an MHC pseudo amino acid sequence, predict their binding affinity value. This is MHC class I binding data.. Dataset: Peptide-MHC class I binding affinity with 185,985 pairs from IEDB/IMGT The peptide sequence is FLFMDRDAL. The MHC is HLA-A01:01 with pseudo-sequence HLA-A01:01. The binding affinity (normalized) is 0.0847.